This data is from CYP1A2 inhibition data for predicting drug metabolism from PubChem BioAssay. The task is: Regression/Classification. Given a drug SMILES string, predict its absorption, distribution, metabolism, or excretion properties. Task type varies by dataset: regression for continuous measurements (e.g., permeability, clearance, half-life) or binary classification for categorical outcomes (e.g., BBB penetration, CYP inhibition). Dataset: cyp1a2_veith. (1) The molecule is CCCC(O)(CCC)C(=O)NN1CCCCC1. The result is 0 (non-inhibitor). (2) The result is 0 (non-inhibitor). The molecule is COC(=O)C/C=C\[C@@H](C)[C@@H](/C=N\OC[C@@H]1O[C@H](c2ccccc2)C=C[C@@H]1Oc1ccc(OC)cc1)OC. (3) The compound is CCOC(=O)Nc1ccc2c(c1)N(C(=O)CCN1CCOCC1)c1ccccc1S2. The result is 0 (non-inhibitor). (4) The molecule is CN(C)C(=O)c1cn(N(C)c2ncc(C(F)(F)F)cc2Cl)c(=O)c2ccccc12. The result is 0 (non-inhibitor). (5) The compound is CCc1cccc(CC)c1NC(=O)/C(=C/c1ccccc1)c1ccccc1. The result is 0 (non-inhibitor). (6) The result is 0 (non-inhibitor). The compound is COc1ccccc1CN1CCCC2(CCN(S(=O)(=O)c3ccccc3)CC2)C1.